From a dataset of Full USPTO retrosynthesis dataset with 1.9M reactions from patents (1976-2016). Predict the reactants needed to synthesize the given product. (1) The reactants are: [CH3:1][C:2]1[N:3]=[C:4]([NH2:8])[S:5][C:6]=1[CH3:7].Br[CH2:10][CH2:11][CH2:12][CH:13]([CH3:15])[CH3:14].[C:16]12([C:26]([OH:28])=O)[CH2:25][CH:20]3[CH2:21][CH:22]([CH2:24][CH:18]([CH2:19]3)[CH2:17]1)[CH2:23]2. Given the product [CH3:1][C:2]1[N:3]([CH2:10][CH2:11][CH2:12][CH:13]([CH3:15])[CH3:14])/[C:4](=[N:8]/[C:26]([C:16]23[CH2:17][CH:18]4[CH2:24][CH:22]([CH2:21][CH:20]([CH2:19]4)[CH2:25]2)[CH2:23]3)=[O:28])/[S:5][C:6]=1[CH3:7], predict the reactants needed to synthesize it. (2) Given the product [Br:10][CH2:2][C:1]([C:4]1[CH:9]=[CH:8][CH:7]=[CH:6][CH:5]=1)=[O:3], predict the reactants needed to synthesize it. The reactants are: [C:1]([C:4]1[CH:9]=[CH:8][CH:7]=[CH:6][CH:5]=1)(=[O:3])[CH3:2].[Br:10]Br. (3) Given the product [OH:33][C:30]1([CH2:34][CH2:35][N:36]2[CH2:41][CH2:40][C@H:39]([OH:42])[C@@H:38]([CH3:43])[CH2:37]2)[CH2:31][CH2:32][CH:27]([NH:26][C:23]([C:17]2[NH:18][C:19]3[C:15]([CH:16]=2)=[C:14]([O:13][CH2:12][C:8]2[C:7]4[CH:6]=[CH:5][CH:4]=[C:3]([O:2][CH3:1])[C:11]=4[O:10][CH:9]=2)[CH:22]=[CH:21][CH:20]=3)=[O:25])[CH2:28][CH2:29]1, predict the reactants needed to synthesize it. The reactants are: [CH3:1][O:2][C:3]1[C:11]2[O:10][CH:9]=[C:8]([CH2:12][O:13][C:14]3[CH:22]=[CH:21][CH:20]=[C:19]4[C:15]=3[CH:16]=[C:17]([C:23]([OH:25])=O)[NH:18]4)[C:7]=2[CH:6]=[CH:5][CH:4]=1.[NH2:26][CH:27]1[CH2:32][CH2:31][C:30]([CH2:34][CH2:35][N:36]2[CH2:41][CH2:40][C@H:39]([OH:42])[C@@H:38]([CH3:43])[CH2:37]2)([OH:33])[CH2:29][CH2:28]1. (4) Given the product [F:19][C:20]([F:49])([F:48])[C:21]1[CH:26]=[C:25]([NH:1][C:2]2[CH:3]=[C:4]([CH:14]=[CH:15][C:16]=2[O:17][CH3:18])[C:5]([NH:7][C:8]2[CH:13]=[CH:12][CH:11]=[CH:10][CH:9]=2)=[O:6])[CH:24]=[CH:23][CH:22]=1, predict the reactants needed to synthesize it. The reactants are: [NH2:1][C:2]1[CH:3]=[C:4]([CH:14]=[CH:15][C:16]=1[O:17][CH3:18])[C:5]([NH:7][C:8]1[CH:13]=[CH:12][CH:11]=[CH:10][CH:9]=1)=[O:6].[F:19][C:20]([F:49])([F:48])[C:21]1[CH:22]=[C:23]([Bi]([C:23]2[CH:24]=[CH:25][CH:26]=[C:21]([C:20]([F:49])([F:48])[F:19])[CH:22]=2)[C:23]2[CH:24]=[CH:25][CH:26]=[C:21]([C:20]([F:49])([F:48])[F:19])[CH:22]=2)[CH:24]=[CH:25][CH:26]=1.C([O-])(=O)C.C(N(CC)CC)C. (5) Given the product [C:20]([O:19][C:17]([C:5]1([C:3]([OH:4])=[O:2])[CH2:14][CH2:13][C:12]2[C:7](=[C:8]([O:15][CH3:16])[CH:9]=[CH:10][CH:11]=2)[CH2:6]1)=[O:18])([CH3:23])([CH3:21])[CH3:22], predict the reactants needed to synthesize it. The reactants are: C[O:2][C:3]([C:5]1([C:17]([O:19][C:20]([CH3:23])([CH3:22])[CH3:21])=[O:18])[CH2:14][CH2:13][C:12]2[C:7](=[C:8]([O:15][CH3:16])[CH:9]=[CH:10][CH:11]=2)[CH2:6]1)=[O:4].Cl. (6) The reactants are: [CH2:1]1[C:5]2([CH2:10][CH2:9][NH:8][CH2:7][CH2:6]2)[CH2:4][CH2:3][N:2]1[C:11]1[CH:18]=[CH:17][C:14]([C:15]#[N:16])=[CH:13][N:12]=1.[CH:19]1([C:22]2[C:30]([CH:31]3[CH2:33][O:32]3)=[CH:29][CH:28]=[C:27]3[C:23]=2[CH2:24][O:25][C:26]3=[O:34])[CH2:21][CH2:20]1. Given the product [CH:19]1([C:22]2[C:30]([CH:31]([OH:32])[CH2:33][N:8]3[CH2:7][CH2:6][C:5]4([CH2:1][N:2]([C:11]5[CH:18]=[CH:17][C:14]([C:15]#[N:16])=[CH:13][N:12]=5)[CH2:3][CH2:4]4)[CH2:10][CH2:9]3)=[CH:29][CH:28]=[C:27]3[C:23]=2[CH2:24][O:25][C:26]3=[O:34])[CH2:20][CH2:21]1, predict the reactants needed to synthesize it. (7) Given the product [CH3:12][O:13][C:14]1[CH:19]=[CH:18][C:17]([CH2:20][C:21]([NH2:23])=[O:22])=[CH:16][C:15]=1[NH:24][C:25]1[S:26][CH:2]=[C:3]([C:5]2[CH:6]=[N:7][CH:8]=[CH:9][CH:10]=2)[N:27]=1, predict the reactants needed to synthesize it. The reactants are: Br[CH2:2][C:3]([C:5]1[CH:6]=[N:7][CH:8]=[CH:9][CH:10]=1)=O.Br.[CH3:12][O:13][C:14]1[CH:19]=[CH:18][C:17]([CH2:20][C:21]([NH2:23])=[O:22])=[CH:16][C:15]=1[NH:24][C:25]([NH2:27])=[S:26]. (8) Given the product [CH3:38][CH:36]([C:33]1[N:32]=[C:31]([N:28]2[CH2:27][CH2:26][CH:25]([C@@H:23]([O:17][C:14]3[CH:13]=[N:12][C:11]([C:8]4[CH:7]=[CH:6][C:5]([S:2]([CH3:1])(=[O:3])=[O:4])=[CH:10][CH:9]=4)=[CH:16][N:15]=3)[CH3:24])[CH2:30][CH2:29]2)[O:35][N:34]=1)[CH3:37], predict the reactants needed to synthesize it. The reactants are: [CH3:1][S:2]([C:5]1[CH:10]=[CH:9][C:8]([C:11]2[N:12]=[CH:13][C:14]([OH:17])=[N:15][CH:16]=2)=[CH:7][CH:6]=1)(=[O:4])=[O:3].CS(O[C@@H:23]([CH:25]1[CH2:30][CH2:29][N:28]([C:31]2[O:35][N:34]=[C:33]([CH:36]([CH3:38])[CH3:37])[N:32]=2)[CH2:27][CH2:26]1)[CH3:24])(=O)=O.C([O-])([O-])=O.[K+].[K+].O. (9) Given the product [Cl:1][C:2]1[C:10]([O:11][CH2:12][CH2:13][CH2:14][NH:40][C:41]([CH3:45])([CH3:44])[CH2:42][OH:43])=[CH:9][C:8]([C:16]2[N:17]([C:32]([O:34][C:35]([CH3:38])([CH3:37])[CH3:36])=[O:33])[C:18]3[C:23]([CH:24]=2)=[CH:22][C:21]([CH2:25][N:26]2[CH2:31][CH2:30][CH2:29][CH2:28][CH2:27]2)=[CH:20][CH:19]=3)=[C:7]2[C:3]=1[CH2:4][NH:5][C:6]2=[O:39], predict the reactants needed to synthesize it. The reactants are: [Cl:1][C:2]1[C:10]([O:11][CH2:12][CH2:13][CH2:14]Cl)=[CH:9][C:8]([C:16]2[N:17]([C:32]([O:34][C:35]([CH3:38])([CH3:37])[CH3:36])=[O:33])[C:18]3[C:23]([CH:24]=2)=[CH:22][C:21]([CH2:25][N:26]2[CH2:31][CH2:30][CH2:29][CH2:28][CH2:27]2)=[CH:20][CH:19]=3)=[C:7]2[C:3]=1[CH2:4][NH:5][C:6]2=[O:39].[NH2:40][C:41]([CH3:45])([CH3:44])[CH2:42][OH:43].O. (10) Given the product [F:25][C:23]1[N:24]=[C:19]([C:15]2[N:14]([CH2:13][C:5]3[N:4]([CH2:1][CH2:2][CH3:3])[C:8]4[CH:9]=[CH:10][N:11]=[C:12]([CH2:26][CH:27]=[O:28])[C:7]=4[N:6]=3)[CH:18]=[CH:17][N:16]=2)[CH:20]=[CH:21][CH:22]=1, predict the reactants needed to synthesize it. The reactants are: [CH2:1]([N:4]1[C:8]2[CH:9]=[CH:10][N:11]=[CH:12][C:7]=2[N:6]=[C:5]1[CH2:13][N:14]1[CH:18]=[CH:17][N:16]=[C:15]1[C:19]1[N:24]=[C:23]([F:25])[CH:22]=[CH:21][CH:20]=1)[CH2:2][CH3:3].[C:26](O)(=O)[C:27](C)=[O:28].S(=O)(=O)(O)O.C(=O)(O)[O-].[Na+].